From a dataset of Reaction yield outcomes from USPTO patents with 853,638 reactions. Predict the reaction yield, written as a fraction of the theoretical maximum amount of product (1.0 means a 100% yield; for example, 0.34 means a 34% yield). (1) The reactants are [NH2:1][C:2]1[CH:7]=[C:6]([O:8][CH2:9][C:10]2[CH:15]=[CH:14][CH:13]=[CH:12][C:11]=2[O:16][CH3:17])[CH:5]=[CH:4][C:3]=1[S:18][C:19]1[CH:24]=[CH:23][C:22]([OH:25])=[CH:21][CH:20]=1.C([C:28]1[C:29]([N:34]=[CH:35][N:36]([CH3:38])C)=[N:30][CH:31]=[CH:32][CH:33]=1)#N.NC1C=C(OCC2C=CC=C(F)C=2)C=CC=1SC1C=CC(O)=CC=1. No catalyst specified. The product is [CH3:17][O:16][C:11]1[CH:12]=[CH:13][CH:14]=[CH:15][C:10]=1[CH2:9][O:8][C:6]1[CH:5]=[CH:4][C:3]([S:18][C:19]2[CH:20]=[CH:21][C:22]([OH:25])=[CH:23][CH:24]=2)=[C:2]([NH:1][C:38]2[C:28]3[CH:33]=[CH:32][CH:31]=[N:30][C:29]=3[N:34]=[CH:35][N:36]=2)[CH:7]=1. The yield is 0.560. (2) The reactants are [CH2:1]1[O:9][C:8]2[CH:7]=[CH:6][C:5]([CH3:10])=[CH:4][C:3]=2[O:2]1.[N+:11]([O-])([OH:13])=[O:12]. The catalyst is C(O)(=O)C. The product is [N+:11]([C:6]1[CH:7]=[C:8]2[O:9][CH2:1][O:2][C:3]2=[CH:4][C:5]=1[CH3:10])([O-:13])=[O:12]. The yield is 0.644. (3) The reactants are [Cl:1][C:2]1[C:11]2[C:6](=[CH:7][CH:8]=[CH:9][CH:10]=2)[CH:5]=[CH:4][C:3]=1[O:12][CH2:13][CH2:14][N:15]([CH2:17][C:18]1[O:19][CH:20]=[CH:21][CH:22]=1)[CH3:16].[CH3:23][I:24]. The catalyst is C1COCC1. The product is [I-:24].[Cl:1][C:2]1[C:11]2[C:6](=[CH:7][CH:8]=[CH:9][CH:10]=2)[CH:5]=[CH:4][C:3]=1[O:12][CH2:13][CH2:14][N+:15]([CH2:17][C:18]1[O:19][CH:20]=[CH:21][CH:22]=1)([CH3:23])[CH3:16]. The yield is 0.920. (4) No catalyst specified. The reactants are [NH2:1][C:2]1[N:7]=[C:6]([C:8]2[CH:13]=[CH:12][C:11]([OH:14])=[CH:10][C:9]=2[CH:15]2[CH2:17][CH2:16]2)[CH:5]=[CH:4][CH:3]=1.Cl[CH2:19][CH2:20][N:21]1[CH2:25][CH2:24][CH2:23][CH2:22]1.C([O-])([O-])=O.[Cs+].[Cs+]. The yield is 0.840. The product is [CH:15]1([C:9]2[CH:10]=[C:11]([O:14][CH2:19][CH2:20][N:21]3[CH2:25][CH2:24][CH2:23][CH2:22]3)[CH:12]=[CH:13][C:8]=2[C:6]2[N:7]=[C:2]([NH2:1])[CH:3]=[CH:4][CH:5]=2)[CH2:17][CH2:16]1. (5) The reactants are [CH3:1][O:2][C:3]1[CH:4]=[C:5]([C:9]2(C(O)=O)[CH2:12][CH2:11][CH2:10]2)[CH:6]=[CH:7][CH:8]=1.C([N:19]([CH2:23]C)C(C)C)(C)C.[C:25]([OH:29])([CH3:28])([CH3:27])[CH3:26].C1C=CC([O:36]P(OC2C=CC=CC=2)(N=[N+]=[N-])=O)=CC=1. No catalyst specified. The product is [C:25]([O:29][C:23](=[O:36])[NH:19][C:9]1([C:5]2[CH:6]=[CH:7][CH:8]=[C:3]([O:2][CH3:1])[CH:4]=2)[CH2:10][CH2:11][CH2:12]1)([CH3:28])([CH3:27])[CH3:26]. The yield is 0.650. (6) The reactants are [CH3:1][Si](C=[N+]=[N-])(C)C.[NH2:8][C:9]1[CH:17]=[CH:16][CH:15]=[C:14]([Cl:18])[C:10]=1[C:11]([OH:13])=[O:12].C1C=CC=CC=1. The catalyst is CO. The product is [NH2:8][C:9]1[CH:17]=[CH:16][CH:15]=[C:14]([Cl:18])[C:10]=1[C:11]([O:13][CH3:1])=[O:12]. The yield is 0.960. (7) The reactants are [CH2:1]([S:3]([N:6]1[CH2:11][CH2:10][CH:9]([C:12]2[C:20]3[C:15](=[C:16]([C:29]([NH2:31])=[O:30])[CH:17]=[C:18]([C:21]4[CH:26]=[CH:25][CH:24]=[C:23]([CH:27]=O)[CH:22]=4)[CH:19]=3)[NH:14][CH:13]=2)[CH2:8][CH2:7]1)(=[O:5])=[O:4])[CH3:2].[NH:32]1[CH2:37][CH2:36][NH:35][CH2:34][CH2:33]1.[BH-](OC(C)=O)(OC(C)=O)OC(C)=O.[Na+]. No catalyst specified. The product is [CH2:1]([S:3]([N:6]1[CH2:11][CH2:10][CH:9]([C:12]2[C:20]3[C:15](=[C:16]([C:29]([NH2:31])=[O:30])[CH:17]=[C:18]([C:21]4[CH:26]=[CH:25][CH:24]=[C:23]([CH2:27][N:32]5[CH2:37][CH2:36][NH:35][CH2:34][CH2:33]5)[CH:22]=4)[CH:19]=3)[NH:14][CH:13]=2)[CH2:8][CH2:7]1)(=[O:5])=[O:4])[CH3:2]. The yield is 0.197. (8) The catalyst is C(Cl)Cl.CO. The reactants are [S:1]([N:11]1[C:19]2[C:14](=[N:15][C:16]([NH:20][CH2:21][C:22]([NH2:24])=O)=[CH:17][N:18]=2)[CH:13]=[CH:12]1)([C:4]1[CH:10]=[CH:9][C:7]([CH3:8])=[CH:6][CH:5]=1)(=[O:3])=[O:2].O=P(Cl)(Cl)Cl. The yield is 0.430. The product is [S:1]([N:11]1[C:19]2[N:18]=[CH:17][C:16]3[N:15]([C:22]([NH2:24])=[CH:21][N:20]=3)[C:14]=2[CH:13]=[CH:12]1)([C:4]1[CH:10]=[CH:9][C:7]([CH3:8])=[CH:6][CH:5]=1)(=[O:3])=[O:2]. (9) The reactants are F[B-](F)(F)F.N1(OC(N(C)C)=[N+](C)C)C2C=CC=CC=2N=N1.C(N(CC)CC)C.Cl.C[C:32]1[NH:36][CH:35]=[N:34][C:33]=1[CH2:37][CH2:38][C:39]([OH:41])=O.FC(F)(F)C(O)=O.[NH2:49][CH:50]([CH2:77][C:78]1[CH:83]=[CH:82][C:81]([O:84][CH3:85])=[CH:80][CH:79]=1)[C:51]([N:53]1[CH2:56][C:55]([O:64][CH2:65][CH2:66][CH2:67][CH2:68][O:69][CH2:70][C:71]2[CH:76]=[CH:75][CH:74]=[CH:73][CH:72]=2)([C:57]2[CH:62]=[CH:61][CH:60]=[CH:59][C:58]=2[CH3:63])[CH2:54]1)=[O:52].[OH-].[Na+]. The catalyst is CN(C)C=O. The product is [CH2:70]([O:69][CH2:68][CH2:67][CH2:66][CH2:65][O:64][C:55]1([C:57]2[CH:62]=[CH:61][CH:60]=[CH:59][C:58]=2[CH3:63])[CH2:54][N:53]([C:51](=[O:52])[C@H:50]([NH:49][C:39](=[O:41])[CH2:38][CH2:37][C:33]2[N:34]=[CH:35][NH:36][CH:32]=2)[CH2:77][C:78]2[CH:79]=[CH:80][C:81]([O:84][CH3:85])=[CH:82][CH:83]=2)[CH2:56]1)[C:71]1[CH:76]=[CH:75][CH:74]=[CH:73][CH:72]=1. The yield is 0.840.